Dataset: Full USPTO retrosynthesis dataset with 1.9M reactions from patents (1976-2016). Task: Predict the reactants needed to synthesize the given product. (1) The reactants are: [NH:1]1[C:9]2[C:4](=[CH:5][CH:6]=[CH:7][CH:8]=2)[C:3](/[CH:10]=[CH:11]/[C:12]2[CH:25]=[CH:24][C:15]([C:16]([N:18]3[CH2:23][CH2:22][NH:21][CH2:20][CH2:19]3)=[O:17])=[CH:14][CH:13]=2)=[N:2]1.C(OC([N:33]1[CH2:37][CH2:36][CH:35]([C:38](O)=[O:39])[CH2:34]1)=O)(C)(C)C.O.ON1C2C=CC=CC=2N=N1.[ClH:52].C(N=C=NCCCN(C)C)C.CN1CCOCC1.Cl.CO. Given the product [ClH:52].[ClH:52].[NH:1]1[C:9]2[C:4](=[CH:5][CH:6]=[CH:7][CH:8]=2)[C:3](/[CH:10]=[CH:11]/[C:12]2[CH:13]=[CH:14][C:15]([C:16]([N:18]3[CH2:23][CH2:22][N:21]([C:38]([C@H:35]4[CH2:36][CH2:37][NH:33][CH2:34]4)=[O:39])[CH2:20][CH2:19]3)=[O:17])=[CH:24][CH:25]=2)=[N:2]1, predict the reactants needed to synthesize it. (2) Given the product [CH:1]([C@@H:14]1[O:15][CH2:16][C@@H:17]([OH:18])[CH2:19][CH2:20]1)([C:8]1[CH:13]=[CH:12][CH:11]=[CH:10][CH:9]=1)[C:2]1[CH:3]=[CH:4][CH:5]=[CH:6][CH:7]=1, predict the reactants needed to synthesize it. The reactants are: [CH:1]([C@H:14]1[CH2:20][C@H:19]2[C@H:17]([O:18]2)[CH2:16][O:15]1)([C:8]1[CH:13]=[CH:12][CH:11]=[CH:10][CH:9]=1)[C:2]1[CH:7]=[CH:6][CH:5]=[CH:4][CH:3]=1.[H-].[H-].[H-].[H-].[Li+].[Al+3]. (3) Given the product [Cl:29][C:5]1[C:6]([C:21]2[N:26]=[C:25]([NH:27][C:31]3[CH:36]=[CH:35][N:34]=[CH:33][N:32]=3)[CH:24]=[CH:23][N:22]=2)=[N:7][N:8]([CH2:9][C:10]2[C:15]([F:16])=[CH:14][C:13]([O:17][CH2:18][CH3:19])=[CH:12][C:11]=2[F:20])[C:4]=1[CH:1]1[CH2:2][CH2:3]1, predict the reactants needed to synthesize it. The reactants are: [CH:1]1([C:4]2[N:8]([CH2:9][C:10]3[C:15]([F:16])=[CH:14][C:13]([O:17][CH2:18][CH3:19])=[CH:12][C:11]=3[F:20])[N:7]=[C:6]([C:21]3[N:26]=[C:25]([NH2:27])[CH:24]=[CH:23][N:22]=3)[C:5]=2C)[CH2:3][CH2:2]1.[ClH:29].Cl[C:31]1[CH:36]=[CH:35][N:34]=[CH:33][N:32]=1.C(=O)([O-])[O-].[Cs+].[Cs+].C1(P(C2C=CC=CC=2)C2C3OC4C(=CC=CC=4P(C4C=CC=CC=4)C4C=CC=CC=4)C(C)(C)C=3C=CC=2)C=CC=CC=1. (4) Given the product [OH:18][C:4]1[C:3]([NH:2]/[N:19]=[C:35]2/[C:34]([CH3:38])=[N:33][N:32]([C:28]3[CH:27]=[C:26]4[C:31](=[CH:30][CH:29]=3)[CH2:23][CH2:24][CH2:25]4)[C:36]/2=[O:37])=[CH:8][CH:7]=[CH:6][C:5]=1[C:9]1[CH:14]=[CH:13][CH:12]=[C:11]([C:15]([OH:17])=[O:16])[CH:10]=1.[OH:18][C:4]1[C:3]([NH:2]/[N:19]=[C:35]2\[C:34]([CH3:38])=[N:33][N:32]([C:28]3[CH:27]=[C:26]4[C:31](=[CH:30][CH:29]=3)[CH2:23][CH2:24][CH2:25]4)[C:36]\2=[C:39]=[O:42])=[CH:8][CH:7]=[CH:6][C:5]=1[C:9]1[CH:14]=[CH:13][CH:12]=[C:11]([C:15]([OH:17])=[O:16])[CH:10]=1, predict the reactants needed to synthesize it. The reactants are: Br.[NH2:2][C:3]1[C:4]([OH:18])=[C:5]([C:9]2[CH:14]=[CH:13][CH:12]=[C:11]([C:15]([OH:17])=[O:16])[CH:10]=2)[CH:6]=[CH:7][CH:8]=1.[N:19]([O-])=O.[Na+].[CH2:23]1[C:31]2[C:26](=[CH:27][C:28]([N:32]3[C:36](=[O:37])[CH2:35][C:34]([CH3:38])=[N:33]3)=[CH:29][CH:30]=2)[CH2:25][CH2:24]1.[C:39](=[O:42])(O)[O-].[Na+]. (5) Given the product [C:13]1([C@@H:4]2[CH2:5][N:6]([CH:7]3[CH2:12][CH2:11][O:10][CH2:9][CH2:8]3)[C:2](=[O:1])[N:3]2[CH:19]2[CH2:24][CH2:23][N:22]([CH2:25][C:26]3[CH:31]=[N:30][C:29]([O:32][C:33]4[CH:40]=[CH:39][C:36]([C:37]5[N:43]=[N:44][NH:45][N:38]=5)=[CH:35][CH:34]=4)=[CH:28][CH:27]=3)[CH2:21][CH2:20]2)[CH:14]=[CH:15][CH:16]=[CH:17][CH:18]=1, predict the reactants needed to synthesize it. The reactants are: [O:1]=[C:2]1[N:6]([CH:7]2[CH2:12][CH2:11][O:10][CH2:9][CH2:8]2)[CH2:5][C@@H:4]([C:13]2[CH:18]=[CH:17][CH:16]=[CH:15][CH:14]=2)[N:3]1[CH:19]1[CH2:24][CH2:23][N:22]([CH2:25][C:26]2[CH:27]=[CH:28][C:29]([O:32][C:33]3[CH:40]=[CH:39][C:36]([C:37]#[N:38])=[CH:35][CH:34]=3)=[N:30][CH:31]=2)[CH2:21][CH2:20]1.[NH4+].[Cl-].[N-:43]=[N+:44]=[N-:45].[Na+]. (6) Given the product [NH2:1][C:4]1[CH:5]=[CH:6][C:7]([N:10]([CH2:18][CH2:19][N:20]2[C:24]([NH:25][C:26]([C:39]3[CH:40]=[CH:41][CH:42]=[CH:43][CH:44]=3)([C:33]3[CH:34]=[CH:35][CH:36]=[CH:37][CH:38]=3)[C:27]3[CH:28]=[CH:29][CH:30]=[CH:31][CH:32]=3)=[CH:23][CH:22]=[N:21]2)[C:11](=[O:17])[O:12][C:13]([CH3:16])([CH3:15])[CH3:14])=[CH:8][CH:9]=1, predict the reactants needed to synthesize it. The reactants are: [N+:1]([C:4]1[CH:9]=[CH:8][C:7]([N:10]([CH2:18][CH2:19][N:20]2[C:24]([NH:25][C:26]([C:39]3[CH:44]=[CH:43][CH:42]=[CH:41][CH:40]=3)([C:33]3[CH:38]=[CH:37][CH:36]=[CH:35][CH:34]=3)[C:27]3[CH:32]=[CH:31][CH:30]=[CH:29][CH:28]=3)=[CH:23][CH:22]=[N:21]2)[C:11](=[O:17])[O:12][C:13]([CH3:16])([CH3:15])[CH3:14])=[CH:6][CH:5]=1)([O-])=O.[H][H]. (7) Given the product [Cl:1][C:2]1[C:3]2[N:4]([C:8]([C:12]([NH:46][CH2:45][C:40]3[CH:41]=[CH:42][C:43]([F:44])=[C:38]([F:37])[CH:39]=3)=[O:14])=[C:9]([CH3:11])[N:10]=2)[CH:5]=[CH:6][N:7]=1, predict the reactants needed to synthesize it. The reactants are: [Cl:1][C:2]1[C:3]2[N:4]([C:8]([C:12]([OH:14])=O)=[C:9]([CH3:11])[N:10]=2)[CH:5]=[CH:6][N:7]=1.F[B-](F)(F)F.N1(O[C+](N(C)C)N(C)C)C2C=CC=CC=2N=N1.[F:37][C:38]1[CH:39]=[C:40]([CH2:45][NH2:46])[CH:41]=[CH:42][C:43]=1[F:44].CN1CCOCC1. (8) Given the product [CH2:1]([O:3][C:4](=[O:39])[CH2:5][CH2:6][CH2:7][O:8][C:9]1[CH:14]=[CH:13][CH:12]=[C:11]([CH2:15][CH2:16][CH2:17][CH2:18][CH2:19][CH2:20][O:21][C:22]2[CH:23]=[C:24]([C:44]3[CH:43]=[CH:42][C:41]([F:40])=[C:46]([F:47])[CH:45]=3)[CH:25]=[C:26]([O:28][CH2:29][CH3:30])[CH:27]=2)[C:10]=1[CH2:32][CH2:33][C:34]([O:36][CH2:37][CH3:38])=[O:35])[CH3:2], predict the reactants needed to synthesize it. The reactants are: [CH2:1]([O:3][C:4](=[O:39])[CH2:5][CH2:6][CH2:7][O:8][C:9]1[CH:14]=[CH:13][CH:12]=[C:11]([CH2:15][CH2:16][CH2:17][CH2:18][CH2:19][CH2:20][O:21][C:22]2[CH:27]=[C:26]([O:28][CH2:29][CH3:30])[CH:25]=[C:24](Br)[CH:23]=2)[C:10]=1[CH2:32][CH2:33][C:34]([O:36][CH2:37][CH3:38])=[O:35])[CH3:2].[F:40][C:41]1[CH:42]=[C:43](B(O)O)[CH:44]=[CH:45][C:46]=1[F:47].C(=O)([O-])[O-].[Cs+].[Cs+].